Dataset: Full USPTO retrosynthesis dataset with 1.9M reactions from patents (1976-2016). Task: Predict the reactants needed to synthesize the given product. (1) Given the product [F:25][C:22]1[CH:23]=[CH:24][C:19]([CH2:18][O:17][C:14]2[CH:15]=[CH:16][N:11]([CH2:10][CH2:9][C:6]3[CH:7]=[CH:8][C:3]([CH2:2][N:27]4[CH2:31][CH2:30][CH2:29][CH2:28]4)=[CH:4][CH:5]=3)[C:12](=[O:26])[CH:13]=2)=[CH:20][CH:21]=1, predict the reactants needed to synthesize it. The reactants are: Br[CH2:2][C:3]1[CH:8]=[CH:7][C:6]([CH2:9][CH2:10][N:11]2[CH:16]=[CH:15][C:14]([O:17][CH2:18][C:19]3[CH:24]=[CH:23][C:22]([F:25])=[CH:21][CH:20]=3)=[CH:13][C:12]2=[O:26])=[CH:5][CH:4]=1.[NH:27]1[CH2:31][CH2:30][CH2:29][CH2:28]1. (2) Given the product [CH3:1][N:2]1[CH:6]=[C:5]([N:7]2[CH2:12][CH2:11][NH:10][CH2:9][C:8]2=[O:20])[CH:4]=[N:3]1, predict the reactants needed to synthesize it. The reactants are: [CH3:1][N:2]1[CH:6]=[C:5]([N:7]2[CH2:12][CH2:11][N:10](C(OC(C)(C)C)=O)[CH2:9][C:8]2=[O:20])[CH:4]=[N:3]1.Cl. (3) Given the product [CH2:18]([N:20]1[CH2:25][CH2:24][N:23]([C:2]2[C:3]([C:14]([F:17])([F:16])[F:15])=[CH:4][C:5]([N+:11]([O-:13])=[O:12])=[CH:6][C:7]=2[N+:8]([O-:10])=[O:9])[CH2:22][CH2:21]1)[CH3:19], predict the reactants needed to synthesize it. The reactants are: Cl[C:2]1[C:7]([N+:8]([O-:10])=[O:9])=[CH:6][C:5]([N+:11]([O-:13])=[O:12])=[CH:4][C:3]=1[C:14]([F:17])([F:16])[F:15].[CH2:18]([N:20]1[CH2:25][CH2:24][NH:23][CH2:22][CH2:21]1)[CH3:19].O.